Task: Regression/Classification. Given a drug SMILES string, predict its absorption, distribution, metabolism, or excretion properties. Task type varies by dataset: regression for continuous measurements (e.g., permeability, clearance, half-life) or binary classification for categorical outcomes (e.g., BBB penetration, CYP inhibition). Dataset: cyp1a2_veith.. Dataset: CYP1A2 inhibition data for predicting drug metabolism from PubChem BioAssay (1) The drug is CC(C)(C)C(=O)[C@H]([C@@H](c1ccccc1)N1CCOCC1)N1CCOCC1. The result is 0 (non-inhibitor). (2) The compound is Cc1cccc(Nc2ccncc2S(=O)(=O)NC(=O)NC(C)C)c1. The result is 0 (non-inhibitor).